From a dataset of Catalyst prediction with 721,799 reactions and 888 catalyst types from USPTO. Predict which catalyst facilitates the given reaction. The catalyst class is: 5. Product: [CH3:1][C:2]1([CH3:34])[CH2:11][C:10]2[C:5](=[CH:6][CH:7]=[C:8]([C:12]([OH:14])=[O:13])[CH:9]=2)[NH:4][CH:3]1[C:16]1[CH:21]=[CH:20][CH:19]=[C:18]([C:22](=[O:33])[NH:23][S:24]([C:27]2[CH:28]=[CH:29][CH:30]=[CH:31][CH:32]=2)(=[O:26])=[O:25])[CH:17]=1. Reactant: [CH3:1][C:2]1([CH3:34])[CH2:11][C:10]2[C:5](=[CH:6][CH:7]=[C:8]([C:12]([O:14]C)=[O:13])[CH:9]=2)[NH:4][CH:3]1[C:16]1[CH:21]=[CH:20][CH:19]=[C:18]([C:22](=[O:33])[NH:23][S:24]([C:27]2[CH:32]=[CH:31][CH:30]=[CH:29][CH:28]=2)(=[O:26])=[O:25])[CH:17]=1.[OH-].[Na+].C(OCC)(=O)C.